Predict which catalyst facilitates the given reaction. From a dataset of Catalyst prediction with 721,799 reactions and 888 catalyst types from USPTO. Reactant: C1([C:7]2[CH:8]=[CH:9][C:10]3[N:11]([C:26]4[CH:27]=[C:28](Br)[CH:29]=[CH:30][CH:31]=4)[C:12]4[C:17]([C:18]=3[CH:19]=2)=[CH:16][C:15]([C:20]2[CH:25]=[CH:24][CH:23]=[CH:22][CH:21]=2)=[CH:14][CH:13]=4)C=CC=CC=1.[NH2:33][C:34]1[CH:41]=[CH:40][C:37]([C:38]#[N:39])=[CH:36][CH:35]=1.C(P([C:51]([CH3:54])([CH3:53])C)C(C)(C)C)(C)(C)C.[C:55](O[Na])([CH3:58])([CH3:57])C. Product: [C:38]([C:37]1[CH:40]=[CH:41][C:34]([N:33]([C:8]2[CH:7]=[CH:19][CH:18]=[C:10]([N:11]3[C:12]4[CH:13]=[CH:14][C:15]([C:20]5[CH:25]=[CH:24][CH:23]=[CH:22][CH:21]=5)=[CH:16][C:17]=4[C:27]4[C:26]3=[CH:31][CH:30]=[C:29]([C:53]3[CH:51]=[CH:54][CH:18]=[CH:10][CH:9]=3)[CH:28]=4)[CH:9]=2)[C:57]2[CH:55]=[CH:58][CH:8]=[CH:7][CH:19]=2)=[CH:35][CH:36]=1)#[N:39]. The catalyst class is: 101.